This data is from Reaction yield outcomes from USPTO patents with 853,638 reactions. The task is: Predict the reaction yield, written as a fraction of the theoretical maximum amount of product (1.0 means a 100% yield; for example, 0.34 means a 34% yield). (1) The reactants are [F:1][C:2]([F:14])([F:13])[C:3]1[C:7]([C:8]([O:10][CH2:11][CH3:12])=[O:9])=[CH:6][NH:5][N:4]=1.I[C:16]1[CH:21]=[CH:20][CH:19]=[CH:18][CH:17]=1.C(=O)([O-])[O-].[K+].[K+].CN[C@H]1CCCC[C@@H]1NC. The catalyst is [Cu]I. The product is [C:16]1([N:5]2[CH:6]=[C:7]([C:8]([O:10][CH2:11][CH3:12])=[O:9])[C:3]([C:2]([F:1])([F:13])[F:14])=[N:4]2)[CH:21]=[CH:20][CH:19]=[CH:18][CH:17]=1. The yield is 0.770. (2) The reactants are [ClH:1].[CH3:2][C:3]([CH3:29])([CH3:28])[C:4]([C:6]1[N:10]2[CH2:11][CH2:12][N:13]([CH3:27])[C:14]3([CH2:19][CH2:18][N:17](C(OC(C)(C)C)=O)[CH2:16][CH2:15]3)[C:9]2=[CH:8][CH:7]=1)=[O:5]. The catalyst is C(Cl)Cl. The product is [ClH:1].[ClH:1].[CH3:2][C:3]([CH3:29])([CH3:28])[C:4]([C:6]1[N:10]2[CH2:11][CH2:12][N:13]([CH3:27])[C:14]3([CH2:19][CH2:18][NH:17][CH2:16][CH2:15]3)[C:9]2=[CH:8][CH:7]=1)=[O:5]. The yield is 0.990. (3) The reactants are [CH2:1]([N:4]([CH2:6][C:7]1[CH:12]=[C:11]([N+:13]([O-:15])=[O:14])[CH:10]=[CH:9][C:8]=1[O:16][CH2:17][CH2:18]Cl)[CH3:5])[CH:2]=[CH2:3].[CH2:20]([NH:22][CH2:23][CH3:24])[CH3:21]. The catalyst is CC(N(C)C)=O. The product is [CH2:1]([N:4]([CH2:6][C:7]1[CH:12]=[C:11]([N+:13]([O-:15])=[O:14])[CH:10]=[CH:9][C:8]=1[O:16][CH2:17][CH2:18][N:22]([CH2:23][CH3:24])[CH2:20][CH3:21])[CH3:5])[CH:2]=[CH2:3]. The yield is 0.700.